Dataset: Catalyst prediction with 721,799 reactions and 888 catalyst types from USPTO. Task: Predict which catalyst facilitates the given reaction. Reactant: [F:1][C:2]1[CH:3]=[C:4]([N:22]2[CH2:26][C@H:25]([CH2:27][NH:28][C:29](=[O:31])[CH3:30])[O:24][C:23]2=[O:32])[CH:5]=[CH:6][C:7]=1[CH:8]1[CH2:11][N:10](C(OCC2C=CC=CC=2)=O)[CH2:9]1. Product: [F:1][C:2]1[CH:3]=[C:4]([N:22]2[CH2:26][C@H:25]([CH2:27][NH:28][C:29](=[O:31])[CH3:30])[O:24][C:23]2=[O:32])[CH:5]=[CH:6][C:7]=1[CH:8]1[CH2:11][NH:10][CH2:9]1. The catalyst class is: 604.